Predict the product of the given reaction. From a dataset of Forward reaction prediction with 1.9M reactions from USPTO patents (1976-2016). (1) Given the reactants [Cl:1][C:2]1[N:7]=[C:6](Cl)[CH:5]=[CH:4][N:3]=1.[O:9]1[CH2:14][CH2:13][CH:12]([CH:15]([N:19]2[CH:23]=[C:22](B3OC(C)(C)C(C)(C)O3)[CH:21]=[N:20]2)[CH2:16][C:17]#[N:18])[CH2:11][CH2:10]1.P([O-])([O-])([O-])=O.[K+].[K+].[K+].O1CCOCC1.O, predict the reaction product. The product is: [Cl:1][C:2]1[N:7]=[C:6]([C:22]2[CH:21]=[N:20][N:19]([CH:15]([CH:12]3[CH2:13][CH2:14][O:9][CH2:10][CH2:11]3)[CH2:16][C:17]#[N:18])[CH:23]=2)[CH:5]=[CH:4][N:3]=1. (2) Given the reactants C(Cl)C[Cl:3].[NH2:5][C:6]1[N:11]=[CH:10][C:9]([CH:12]=[CH:13][C:14]([OH:16])=O)=[CH:8][CH:7]=1.[CH2:17]([O:19][C:20]1[C:28]([O:29][CH3:30])=[CH:27][CH:26]=[CH:25][C:21]=1[CH2:22]CN)[CH3:18].C1C=CC2N(O)N=[N:37][C:35]=2C=1.O.CCN(C(C)C)C(C)C.Cl, predict the reaction product. The product is: [ClH:3].[NH2:5][C:6]1[N:11]=[CH:10][C:9](/[CH:12]=[CH:13]/[C:14]([N:37]([CH2:22][C:21]2[CH:25]=[CH:26][CH:27]=[C:28]([O:29][CH3:30])[C:20]=2[O:19][CH2:17][CH3:18])[CH3:35])=[O:16])=[CH:8][CH:7]=1.